The task is: Predict the reactants needed to synthesize the given product.. This data is from Full USPTO retrosynthesis dataset with 1.9M reactions from patents (1976-2016). (1) Given the product [CH3:1][O:2][C:3]1[CH:4]=[C:5]2[C:10](=[CH:11][CH:12]=1)[CH:9]=[C:8]([CH:13]([CH3:17])[C:14]([O:23][CH2:22][CH2:21][CH2:20][N:19]([CH3:18])[C:24]1[CH:29]=[CH:28][CH:27]=[CH:26][CH:25]=1)=[O:15])[CH:7]=[CH:6]2, predict the reactants needed to synthesize it. The reactants are: [CH3:1][O:2][C:3]1[CH:4]=[C:5]2[C:10](=[CH:11][CH:12]=1)[CH:9]=[C:8]([CH:13]([CH3:17])[C:14](Cl)=[O:15])[CH:7]=[CH:6]2.[CH3:18][N:19]([C:24]1[CH:29]=[CH:28][CH:27]=[CH:26][CH:25]=1)[CH2:20][CH2:21][CH2:22][OH:23]. (2) Given the product [Cl:17][C:18]1[CH:19]=[C:20]([C:25]2[CH:37]=[CH:36][C:28]([C:29]([NH:31][S:32]([CH3:35])(=[O:34])=[O:33])=[O:30])=[CH:27][C:26]=2[O:38][CH3:39])[CH:21]=[N:22][C:23]=1[O:10][C:3]1[C:4]([CH3:9])=[CH:5][C:6]([Cl:8])=[CH:7][C:2]=1[Cl:1], predict the reactants needed to synthesize it. The reactants are: [Cl:1][C:2]1[CH:7]=[C:6]([Cl:8])[CH:5]=[C:4]([CH3:9])[C:3]=1[OH:10].C(=O)([O-])[O-].[Cs+].[Cs+].[Cl:17][C:18]1[CH:19]=[C:20]([C:25]2[CH:37]=[CH:36][C:28]([C:29]([NH:31][S:32]([CH3:35])(=[O:34])=[O:33])=[O:30])=[CH:27][C:26]=2[O:38][CH3:39])[CH:21]=[N:22][C:23]=1F. (3) Given the product [CH:17]1[C:16]2[CH:15]([CH2:14][O:13][C:11](=[O:12])[NH:1][C@H:2]([C:8]([OH:10])=[O:9])[CH2:3][CH2:4][CH2:5][CH2:6][N:7]([CH2:35][C:30]3[CH:31]=[CH:32][CH:33]=[CH:34][N:29]=3)[CH2:52][C:51](=[O:54])[O:55][C:56]([CH3:59])([CH3:58])[CH3:57])[C:27]3[C:22](=[CH:23][CH:24]=[CH:25][CH:26]=3)[C:21]=2[CH:20]=[CH:19][CH:18]=1, predict the reactants needed to synthesize it. The reactants are: [NH:1]([C:11]([O:13][CH2:14][CH:15]1[C:27]2[C:22](=[CH:23][CH:24]=[CH:25][CH:26]=2)[C:21]2[C:16]1=[CH:17][CH:18]=[CH:19][CH:20]=2)=[O:12])[C@H:2]([C:8]([OH:10])=[O:9])[CH2:3][CH2:4][CH2:5][CH2:6][NH2:7].Cl.[N:29]1[CH:34]=[CH:33][CH:32]=[CH:31][C:30]=1[CH:35]=O.[BH-](OC(C)=O)(OC(C)=O)OC(C)=O.[Na+].[C:51]([O:55][C:56]([CH3:59])([CH3:58])[CH3:57])(=[O:54])[CH:52]=O.